Dataset: Full USPTO retrosynthesis dataset with 1.9M reactions from patents (1976-2016). Task: Predict the reactants needed to synthesize the given product. The reactants are: [C:1]1([C:6]2[CH:11]=[C:10]([F:12])[CH:9]=[CH:8][C:7]=2[O:13][CH3:14])[CH2:5][CH2:4][CH2:3][CH:2]=1. Given the product [CH:1]1([C:6]2[CH:11]=[C:10]([F:12])[CH:9]=[CH:8][C:7]=2[O:13][CH3:14])[CH2:2][CH2:3][CH2:4][CH2:5]1, predict the reactants needed to synthesize it.